This data is from Full USPTO retrosynthesis dataset with 1.9M reactions from patents (1976-2016). The task is: Predict the reactants needed to synthesize the given product. (1) Given the product [C:30]([OH:33])(=[O:32])[CH3:31].[CH2:12]([C:11]1[CH:10]=[C:9]2[C:5](=[CH:4][C:3]=1[CH2:1][CH3:2])[CH2:6][CH:7]([NH:14][CH2:15][C@@H:16]([C:18]1[CH:27]=[CH:26][C:25]([OH:28])=[C:24]3[C:19]=1[CH:20]=[CH:21][C:22](=[O:29])[NH:23]3)[OH:17])[CH2:8]2)[CH3:13], predict the reactants needed to synthesize it. The reactants are: [CH2:1]([C:3]1[CH:4]=[C:5]2[C:9](=[CH:10][C:11]=1[CH2:12][CH3:13])[CH2:8][CH:7]([NH:14][CH2:15][C@@H:16]([C:18]1[CH:27]=[CH:26][C:25]([OH:28])=[C:24]3[C:19]=1[CH:20]=[CH:21][C:22](=[O:29])[NH:23]3)[OH:17])[CH2:6]2)[CH3:2].[C:30]([OH:33])(=[O:32])[CH3:31]. (2) The reactants are: [CH3:1][O:2][C:3]1[CH:15]=[CH:14][C:6]([CH2:7][NH:8][C:9]2[S:10][CH:11]=[CH:12][N:13]=2)=[CH:5][CH:4]=1.C[Si]([N-][Si](C)(C)C)(C)C.[Li+].[Cl:26][C:27]1[C:36]2[C:31](=[C:32]([CH3:41])[C:33]([S:37](Cl)(=[O:39])=[O:38])=[CH:34][CH:35]=2)[N:30]=[CH:29][CH:28]=1.[NH4+].[Cl-]. Given the product [Cl:26][C:27]1[C:36]2[C:31](=[C:32]([CH3:41])[C:33]([S:37]([N:8]([CH2:7][C:6]3[CH:5]=[CH:4][C:3]([O:2][CH3:1])=[CH:15][CH:14]=3)[C:9]3[S:10][CH:11]=[CH:12][N:13]=3)(=[O:38])=[O:39])=[CH:34][CH:35]=2)[N:30]=[CH:29][CH:28]=1, predict the reactants needed to synthesize it. (3) Given the product [CH:1]1([N:7]2[C:11](=[O:12])[N:10]([C:13]3[CH:18]=[CH:17][C:16]([N:19]4[CH2:20][CH2:21][N:22]([C:25]5[CH:26]=[CH:27][C:28]([OH:31])=[CH:29][CH:30]=5)[CH2:23][CH2:24]4)=[CH:15][CH:14]=3)[CH:9]=[N:8]2)[CH2:2][CH2:3][CH2:4][CH2:5][CH2:6]1, predict the reactants needed to synthesize it. The reactants are: [CH:1]1([N:7]2[C:11](=[O:12])[N:10]([C:13]3[CH:18]=[CH:17][C:16]([N:19]4[CH2:24][CH2:23][N:22]([C:25]5[CH:30]=[CH:29][C:28]([O:31]C)=[CH:27][CH:26]=5)[CH2:21][CH2:20]4)=[CH:15][CH:14]=3)[CH:9]=[N:8]2)[CH2:6][CH2:5][CH2:4][CH2:3][CH2:2]1. (4) The reactants are: Cl.O1CCCCC1[O:8][C:9]1[CH:18]=[CH:17][CH:16]=[C:15]2[C:10]=1[CH2:11][CH2:12][CH2:13][N:14]2[CH2:19][CH2:20][CH2:21][O:22][C:23]1[CH:28]=[CH:27][C:26]([O:29][C:30]([F:33])([F:32])[F:31])=[CH:25][CH:24]=1.C(=O)([O-])O.[Na+]. Given the product [F:32][C:30]([F:31])([F:33])[O:29][C:26]1[CH:27]=[CH:28][C:23]([O:22][CH2:21][CH2:20][CH2:19][N:14]2[C:15]3[CH:16]=[CH:17][CH:18]=[C:9]([OH:8])[C:10]=3[CH2:11][CH2:12][CH2:13]2)=[CH:24][CH:25]=1, predict the reactants needed to synthesize it.